Dataset: Reaction yield outcomes from USPTO patents with 853,638 reactions. Task: Predict the reaction yield, written as a fraction of the theoretical maximum amount of product (1.0 means a 100% yield; for example, 0.34 means a 34% yield). The reactants are [C:1]([C:5]1[O:9][N:8]=[C:7]([NH:10][C:11]([NH:13][C:14]2[CH:19]=[CH:18][CH:17]=[C:16]([S:20][C:21]3[C:30]4[C:25](=[CH:26][C:27]([O:35][CH3:36])=[C:28]([O:31][CH2:32][CH2:33]Cl)[CH:29]=4)[N:24]=[CH:23][N:22]=3)[CH:15]=2)=[O:12])[CH:6]=1)([CH3:4])([CH3:3])[CH3:2].[OH:37][CH2:38][CH2:39][N:40]1[CH2:45][CH2:44][NH:43][CH2:42][CH2:41]1. No catalyst specified. The product is [C:1]([C:5]1[O:9][N:8]=[C:7]([NH:10][C:11]([NH:13][C:14]2[CH:19]=[CH:18][CH:17]=[C:16]([S:20][C:21]3[C:30]4[C:25](=[CH:26][C:27]([O:35][CH3:36])=[C:28]([O:31][CH2:32][CH2:33][N:43]5[CH2:44][CH2:45][N:40]([CH2:39][CH2:38][OH:37])[CH2:41][CH2:42]5)[CH:29]=4)[N:24]=[CH:23][N:22]=3)[CH:15]=2)=[O:12])[CH:6]=1)([CH3:4])([CH3:3])[CH3:2]. The yield is 0.140.